From a dataset of Reaction yield outcomes from USPTO patents with 853,638 reactions. Predict the reaction yield, written as a fraction of the theoretical maximum amount of product (1.0 means a 100% yield; for example, 0.34 means a 34% yield). (1) The reactants are CCN(C(C)C)C(C)C.C1C=CC2N(O)N=NC=2C=1.CCN=C=NCCCN(C)C.Cl.[C:32]([O:36][C:37]([N:39]1[CH2:44][CH2:43][NH:42][CH2:41][CH2:40]1)=[O:38])([CH3:35])([CH3:34])[CH3:33].[C:45]([C:47]1[CH:48]=[C:49]([CH:53]=[CH:54][CH:55]=1)[C:50](O)=[O:51])#[N:46]. The catalyst is CN(C=O)C.O. The product is [C:32]([O:36][C:37]([N:39]1[CH2:44][CH2:43][N:42]([C:50](=[O:51])[C:49]2[CH:53]=[CH:54][CH:55]=[C:47]([C:45]#[N:46])[CH:48]=2)[CH2:41][CH2:40]1)=[O:38])([CH3:35])([CH3:33])[CH3:34]. The yield is 0.920. (2) The reactants are C(OC([NH:8][CH:9]1[CH2:13][CH2:12][NH:11][CH2:10]1)=O)(C)(C)C.[H-].[Na+].[CH3:16][O:17][CH2:18][CH2:19]Br.[ClH:21].O1CCOCC1. The catalyst is CN(C=O)C.CCOC(C)=O.O. The product is [ClH:21].[ClH:21].[CH3:16][O:17][CH2:18][CH2:19][N:11]1[CH2:12][CH2:13][CH:9]([NH2:8])[CH2:10]1. The yield is 1.00. (3) The reactants are O.O.[Sn](Cl)Cl.[CH3:6][C:7]1[CH:12]=[CH:11][C:10]([CH3:13])=[CH:9][C:8]=1[S:14][C:15]1[CH:22]=[CH:21][C:18]([C:19]#[N:20])=[CH:17][C:16]=1[N+:23]([O-])=O.CCOC(C)=O.O. The catalyst is CCO.Cl. The product is [NH2:23][C:16]1[CH:17]=[C:18]([CH:21]=[CH:22][C:15]=1[S:14][C:8]1[CH:9]=[C:10]([CH3:13])[CH:11]=[CH:12][C:7]=1[CH3:6])[C:19]#[N:20]. The yield is 0.650. (4) The reactants are [Cl:1][C:2]1[C:7]([C:8](Cl)=[O:9])=[C:6]([Cl:11])[N:5]=[CH:4][N:3]=1.[Si:12]([O:19][C@H:20]([CH3:37])[CH2:21][NH:22][C:23]1[CH:28]=[CH:27][C:26]([C:29]2[C:34]([F:35])=[CH:33][CH:32]=[CH:31][C:30]=2[F:36])=[CH:25][CH:24]=1)([C:15]([CH3:18])([CH3:17])[CH3:16])([CH3:14])[CH3:13].C(N(CC)CC)C. The catalyst is C1COCC1. The product is [Si:12]([O:19][C@H:20]([CH3:37])[CH2:21][N:22]([C:23]1[CH:24]=[CH:25][C:26]([C:29]2[C:30]([F:36])=[CH:31][CH:32]=[CH:33][C:34]=2[F:35])=[CH:27][CH:28]=1)[C:8]([C:7]1[C:6]([Cl:11])=[N:5][CH:4]=[N:3][C:2]=1[Cl:1])=[O:9])([C:15]([CH3:18])([CH3:17])[CH3:16])([CH3:14])[CH3:13]. The yield is 0.750. (5) The reactants are [CH2:1]([C:5]1[C:10]([O:11][CH3:12])=[CH:9][C:8]2[O:13][CH2:14][C:15]3[C:19]([C:20]([O:22]CC)=[O:21])=[N:18][N:17]([C:25]4[CH:29]=[CH:28][S:27][CH:26]=4)[C:16]=3[C:7]=2[CH:6]=1)[CH:2]([CH3:4])[CH3:3].C1COCC1.O.[Li+].[OH-]. The catalyst is CO. The product is [CH2:1]([C:5]1[C:10]([O:11][CH3:12])=[CH:9][C:8]2[O:13][CH2:14][C:15]3[C:19]([C:20]([OH:22])=[O:21])=[N:18][N:17]([C:25]4[CH:29]=[CH:28][S:27][CH:26]=4)[C:16]=3[C:7]=2[CH:6]=1)[CH:2]([CH3:4])[CH3:3]. The yield is 0.870. (6) The reactants are [CH:1]([C@H:14]1[O:19][CH2:18][C@@H:17]([NH2:20])[CH2:16][CH2:15]1)([C:8]1[CH:13]=[CH:12][CH:11]=[CH:10][CH:9]=1)[C:2]1[CH:7]=[CH:6][CH:5]=[CH:4][CH:3]=1.[C:21]([C:23]1[CH:30]=[CH:29][C:26]([CH:27]=O)=[CH:25][CH:24]=1)#[N:22].C(O)(=O)C.[BH3-]C#N.[Na+]. The catalyst is ClCCCl.CO. The product is [CH:1]([C@H:14]1[O:19][CH2:18][C@@H:17]([NH:20][CH2:27][C:26]2[CH:29]=[CH:30][C:23]([C:21]#[N:22])=[CH:24][CH:25]=2)[CH2:16][CH2:15]1)([C:8]1[CH:13]=[CH:12][CH:11]=[CH:10][CH:9]=1)[C:2]1[CH:3]=[CH:4][CH:5]=[CH:6][CH:7]=1. The yield is 0.800.